From a dataset of Reaction yield outcomes from USPTO patents with 853,638 reactions. Predict the reaction yield, written as a fraction of the theoretical maximum amount of product (1.0 means a 100% yield; for example, 0.34 means a 34% yield). (1) The reactants are [CH3:1][C:2]1[N:6]([CH2:7][C:8]2[CH:13]=[CH:12][CH:11]=[C:10]([C:14]([F:17])([F:16])[F:15])[C:9]=2[CH3:18])[C:5]2[CH:19]=[C:20]([N:26]3[CH2:31][CH2:30][O:29][CH2:28][CH2:27]3)[CH:21]=[C:22]([C:23]([OH:25])=[O:24])[C:4]=2[N:3]=1.O.[CH2:33]([OH:40])[C:34]([NH2:39])([CH2:37][OH:38])[CH2:35][OH:36]. The catalyst is CO. The product is [CH3:1][C:2]1[N:6]([CH2:7][C:8]2[CH:13]=[CH:12][CH:11]=[C:10]([C:14]([F:16])([F:15])[F:17])[C:9]=2[CH3:18])[C:5]2[CH:19]=[C:20]([N:26]3[CH2:27][CH2:28][O:29][CH2:30][CH2:31]3)[CH:21]=[C:22]([C:23]([OH:25])=[O:24])[C:4]=2[N:3]=1.[NH2:39][C:34]([CH2:37][OH:38])([CH2:35][OH:36])[CH2:33][OH:40]. The yield is 0.930. (2) The reactants are O[CH2:2][C:3]1[CH:12]=[N:11][C:10]2[N:9]3[CH2:13][CH2:14][CH2:15][CH2:16][C@H:8]3[C:7](=[O:17])[NH:6][C:5]=2[CH:4]=1.[CH:18]1([NH:21][C:22](=[O:36])[C:23]2[CH:28]=[CH:27][C:26]([N:29]3[CH2:34][CH2:33][NH:32][CH2:31][CH2:30]3)=[C:25]([F:35])[CH:24]=2)[CH2:20][CH2:19]1.[I-].C(C[P+](C)(C)C)#N.C(N(CC)C(C)C)(C)C. The catalyst is C(#N)CC. The product is [CH:18]1([NH:21][C:22](=[O:36])[C:23]2[CH:28]=[CH:27][C:26]([N:29]3[CH2:34][CH2:33][N:32]([CH2:2][C:3]4[CH:12]=[N:11][C:10]5[N:9]6[CH2:13][CH2:14][CH2:15][CH2:16][C@H:8]6[C:7](=[O:17])[NH:6][C:5]=5[CH:4]=4)[CH2:31][CH2:30]3)=[C:25]([F:35])[CH:24]=2)[CH2:19][CH2:20]1. The yield is 0.860. (3) The reactants are [CH3:1][O:2][C:3]1[CH:4]=[C:5]2[C:10](=[CH:11][C:12]=1[O:13][CH3:14])[C:9]([CH2:15][CH2:16][CH3:17])=[N:8][C:7]([OH:18])=[CH:6]2.[ClH:19].[Cl:20][CH2:21][C:22]1[C:23]([NH:34][CH3:35])=[N:24][C:25]2[C:30]([CH:31]=1)=[CH:29][C:28]([O:32][CH3:33])=[CH:27][CH:26]=2.[Li+].[OH-]. The catalyst is C1(C)C=CC=CC=1.C(Cl)Cl. The product is [ClH:20].[ClH:19].[CH3:1][O:2][C:3]1[CH:4]=[C:5]2[C:10](=[CH:11][C:12]=1[O:13][CH3:14])[C:9]([CH2:15][CH2:16][CH3:17])=[N:8][C:7]([OH:18])=[C:6]2[CH2:21][C:22]1[C:23]([NH:34][CH3:35])=[N:24][C:25]2[C:30]([CH:31]=1)=[CH:29][C:28]([O:32][CH3:33])=[CH:27][CH:26]=2. The yield is 0.0600. (4) The reactants are [F:1][C:2]1[CH:20]=[CH:19][C:5]([CH2:6][NH:7][C@H:8]2[C@H:13]3[CH2:14][C@H:10]([CH2:11][CH2:12]3)[C@H:9]2[C:15](OC)=[O:16])=[CH:4][C:3]=1[CH3:21].[CH3:22][S:23]([NH:26][C:27]1[CH:42]=[CH:41][C:30]2[NH:31][C:32]([CH2:37][C:38](O)=[O:39])=[N:33][S:34](=[O:36])(=[O:35])[C:29]=2[CH:28]=1)(=[O:25])=[O:24].CN1CCOCC1.Cl.CN(C)CCCN=C=NCC.C(N(CC)CC)C. The catalyst is CN(C)C=O.C(OCC)(=O)C. The product is [F:1][C:2]1[CH:20]=[CH:19][C:5]([CH2:6][N:7]2[C:38](=[O:39])[C:37]([C:32]3[NH:31][C:30]4[CH:41]=[CH:42][C:27]([NH:26][S:23]([CH3:22])(=[O:25])=[O:24])=[CH:28][C:29]=4[S:34](=[O:36])(=[O:35])[N:33]=3)=[C:15]([OH:16])[C@H:9]3[C@@H:8]2[C@H:13]2[CH2:14][C@@H:10]3[CH2:11][CH2:12]2)=[CH:4][C:3]=1[CH3:21]. The yield is 0.680.